Task: Predict which catalyst facilitates the given reaction.. Dataset: Catalyst prediction with 721,799 reactions and 888 catalyst types from USPTO (1) The catalyst class is: 614. Reactant: [OH:1][CH2:2][C@@H:3]1[O:8][CH2:7][CH2:6][N:5]([C:9]([O:11][C:12]([CH3:15])([CH3:14])[CH3:13])=[O:10])[CH2:4]1.C(N(CC)CC)C.[CH3:23][C:24]1[CH:29]=[CH:28][C:27]([S:30](Cl)(=[O:32])=[O:31])=[CH:26][CH:25]=1. Product: [S:30]([O:1][CH2:2][C@@H:3]1[O:8][CH2:7][CH2:6][N:5]([C:9]([O:11][C:12]([CH3:15])([CH3:14])[CH3:13])=[O:10])[CH2:4]1)([C:27]1[CH:28]=[CH:29][C:24]([CH3:23])=[CH:25][CH:26]=1)(=[O:32])=[O:31]. (2) Reactant: Br.[F:2][C:3]([F:15])([F:14])[C:4]1[CH:9]=[CH:8][CH:7]=[CH:6][C:5]=1[CH2:10][C:11](=[NH:13])[NH2:12].C[O-].[Na+].[Cl:19][C:20]1[CH:25]=[CH:24][C:23]([C:26]2[N:30]([CH2:31][C:32]3[CH:33]=[C:34]([C:38]([O:40][CH3:41])=[O:39])[CH:35]=[CH:36][CH:37]=3)[C:29](=[O:42])[N:28]([CH2:43][C:44]([NH:46]N)=O)[N:27]=2)=[CH:22][CH:21]=1. Product: [Cl:19][C:20]1[CH:25]=[CH:24][C:23]([C:26]2[N:30]([CH2:31][C:32]3[CH:33]=[C:34]([C:38]([O:40][CH3:41])=[O:39])[CH:35]=[CH:36][CH:37]=3)[C:29](=[O:42])[N:28]([CH2:43][C:44]3[NH:12][C:11]([CH2:10][C:5]4[CH:6]=[CH:7][CH:8]=[CH:9][C:4]=4[C:3]([F:14])([F:15])[F:2])=[N:13][N:46]=3)[N:27]=2)=[CH:22][CH:21]=1. The catalyst class is: 5. (3) Reactant: [CH:1]1([C@H:5]([NH:7][C:8]2[N:16]=[C:15]([C:17]#[N:18])[N:14]=[C:13]3[C:9]=2[N:10]([CH2:19][C@H:20]2[CH2:25][CH2:24][C@H:23]([CH3:26])[CH2:22][CH2:21]2)[CH:11]=[N:12]3)[CH3:6])[CH2:4][CH2:3][CH2:2]1.C1([C@H](NC2N=C(C3NC(=O)ON=3)N=C3C=2N(C[C@H]2CC[C@H](C)CC2)[C:37]([CH:49]2[C:53]4[CH:54]=[CH:55][CH:56]=[CH:57][C:52]=4[CH2:51][O:50]2)=N3)C)CCC1.ClCCC(C1C=CC=CC=1)=O. The catalyst class is: 1. Product: [CH:1]1([C@H:5]([NH:7][C:8]2[N:16]=[C:15]([C:17]#[N:18])[N:14]=[C:13]3[C:9]=2[N:10]([CH2:19][C@H:20]2[CH2:21][CH2:22][C@H:23]([CH3:26])[CH2:24][CH2:25]2)[C:11]([C:49]2([C:53]4[CH:52]=[CH:57][CH:56]=[CH:55][CH:54]=4)[CH2:37][CH2:51][O:50]2)=[N:12]3)[CH3:6])[CH2:4][CH2:3][CH2:2]1. (4) Reactant: [CH2:1]([N:8]1[CH2:12][CH2:11][C@H:10]([NH2:13])[C:9]1=O)[C:2]1[CH:7]=[CH:6][CH:5]=[CH:4][CH:3]=1.P([O-])([O-])([O-])=O.[K+].[K+].[K+].C(C1C=CC=CC=1)(=O)C.COC1C=C2C(CC[C@H](N)C2)=CC=1. Product: [CH2:1]([N:8]1[CH2:12][CH2:11][C@H:10]([NH2:13])[CH2:9]1)[C:2]1[CH:3]=[CH:4][CH:5]=[CH:6][CH:7]=1. The catalyst class is: 33. (5) Reactant: [Cl:1][C:2]1[CH:10]=[C:9]2[C:5]([C:6]([C:12]3[N:13]=[C:14]4[C:20]([C:21]([OH:23])=O)=[CH:19][NH:18][C:15]4=[N:16][CH:17]=3)=[N:7][N:8]2[CH3:11])=[CH:4][CH:3]=1.Cl.[CH:25]1([C:28]([NH2:31])([CH3:30])[CH3:29])[CH2:27][CH2:26]1.CCN=C=NCCCN(C)C.CCN(C(C)C)C(C)C.CN(C(ON1N=NC2C=CC=NC1=2)=[N+](C)C)C.F[P-](F)(F)(F)(F)F. Product: [Cl:1][C:2]1[CH:10]=[C:9]2[C:5]([C:6]([C:12]3[N:13]=[C:14]4[C:20]([C:21]([NH:31][C:28]([CH:25]5[CH2:27][CH2:26]5)([CH3:30])[CH3:29])=[O:23])=[CH:19][NH:18][C:15]4=[N:16][CH:17]=3)=[N:7][N:8]2[CH3:11])=[CH:4][CH:3]=1. The catalyst class is: 792. (6) Reactant: [CH3:1][O:2][CH2:3][CH:4]([OH:8])[CH2:5][O:6][CH3:7].C(N(CC)CC)C.[CH3:16][S:17](Cl)(=[O:19])=[O:18]. Product: [CH3:1][O:2][CH2:3][CH:4]([O:8][S:17]([CH3:16])(=[O:19])=[O:18])[CH2:5][O:6][CH3:7]. The catalyst class is: 2. (7) Reactant: C([O:4][C:5]1[CH:10]=[CH:9][C:8]([Cl:11])=[CH:7][C:6]=1[CH2:12][C:13]1[O:14][C:15]([C:18]([NH:20][C:21]2[C:26]([F:27])=[CH:25][CH:24]=[CH:23][C:22]=2[F:28])=[O:19])=[CH:16][CH:17]=1)(=O)C. Product: [Cl:11][C:8]1[CH:9]=[CH:10][C:5]([OH:4])=[C:6]([CH2:12][C:13]2[O:14][C:15]([C:18]([NH:20][C:21]3[C:26]([F:27])=[CH:25][CH:24]=[CH:23][C:22]=3[F:28])=[O:19])=[CH:16][CH:17]=2)[CH:7]=1. The catalyst class is: 494. (8) Reactant: Cl.Cl.[CH3:3][O:4][C:5]1[CH:6]=[C:7]([C:11]2([C:23]#[N:24])[CH2:16][CH2:15][N:14]([CH:17]3[CH2:22][CH2:21][NH:20][CH2:19][CH2:18]3)[CH2:13][CH2:12]2)[CH:8]=[CH:9][CH:10]=1.[C:25](=O)([O-])[O-].[K+].[K+].CI. Product: [CH3:3][O:4][C:5]1[CH:6]=[C:7]([C:11]2([C:23]#[N:24])[CH2:12][CH2:13][N:14]([CH:17]3[CH2:22][CH2:21][N:20]([CH3:25])[CH2:19][CH2:18]3)[CH2:15][CH2:16]2)[CH:8]=[CH:9][CH:10]=1. The catalyst class is: 391.